From a dataset of Peptide-MHC class II binding affinity with 134,281 pairs from IEDB. Regression. Given a peptide amino acid sequence and an MHC pseudo amino acid sequence, predict their binding affinity value. This is MHC class II binding data. (1) The binding affinity (normalized) is 0.822. The peptide sequence is NESATILMTATPPGT. The MHC is DRB1_0401 with pseudo-sequence DRB1_0401. (2) The peptide sequence is KGQKRIKCFNCGKEGHL. The MHC is HLA-DQA10401-DQB10402 with pseudo-sequence HLA-DQA10401-DQB10402. The binding affinity (normalized) is 0. (3) The peptide sequence is ISEAGQAMASTEGNV. The MHC is DRB1_0701 with pseudo-sequence DRB1_0701. The binding affinity (normalized) is 0.174. (4) The peptide sequence is NNKFFINFFNLLA. The MHC is HLA-DPA10201-DPB10101 with pseudo-sequence HLA-DPA10201-DPB10101. The binding affinity (normalized) is 0.386. (5) The peptide sequence is SQDLELSWNLNGLQAY. The binding affinity (normalized) is 0.360. The MHC is DRB1_0802 with pseudo-sequence DRB1_0802. (6) The peptide sequence is ATAANAAPANDKFTV. The MHC is DRB1_1501 with pseudo-sequence DRB1_1501. The binding affinity (normalized) is 0. (7) The peptide sequence is AAWGGSGSEAYQGVQ. The MHC is DRB5_0101 with pseudo-sequence DRB5_0101. The binding affinity (normalized) is 0.